Dataset: Forward reaction prediction with 1.9M reactions from USPTO patents (1976-2016). Task: Predict the product of the given reaction. (1) The product is: [Cl:21][C:2]1[CH:11]=[C:10]2[C:5]([CH:6]=[CH:7][C:8]([S:12]([OH:15])(=[O:14])=[O:13])=[CH:9]2)=[CH:4][CH:3]=1. Given the reactants N[C:2]1[CH:11]=[C:10]2[C:5]([CH:6]=[CH:7][C:8]([S:12]([O-:15])(=[O:14])=[O:13])=[CH:9]2)=[CH:4][CH:3]=1.[Na+].N([O-])=O.[Na+].[ClH:21], predict the reaction product. (2) Given the reactants [NH2:1][C:2]1[C:3]([F:13])=[C:4]([CH:9]=[C:10]([Cl:12])[CH:11]=1)[C:5]([O:7]C)=[O:6].C(N(CC)CC)C.[CH2:21]([S:24](Cl)(=[O:26])=[O:25])[CH2:22][CH3:23].[OH-].[Na+], predict the reaction product. The product is: [Cl:12][C:10]1[CH:11]=[C:2]([NH:1][S:24]([CH2:21][CH2:22][CH3:23])(=[O:26])=[O:25])[C:3]([F:13])=[C:4]([CH:9]=1)[C:5]([OH:7])=[O:6]. (3) The product is: [O:17]=[C:15]([N:32]1[CH2:31][CH2:30][CH:29]([C:26]2[O:25][C:24]([C:18]3[CH:23]=[CH:22][CH:21]=[CH:20][CH:19]=3)=[N:28][N:27]=2)[CH2:34][CH2:33]1)[CH2:14][CH2:13][CH2:12][C:4]1[NH:3][C:2](=[O:1])[C:11]2[C:6](=[CH:7][CH:8]=[CH:9][CH:10]=2)[N:5]=1. Given the reactants [O:1]=[C:2]1[C:11]2[C:6](=[CH:7][CH:8]=[CH:9][CH:10]=2)[N:5]=[C:4]([CH2:12][CH2:13][CH2:14][C:15]([OH:17])=O)[NH:3]1.[C:18]1([C:24]2[O:25][C:26]([CH:29]3[CH2:34][CH2:33][NH:32][CH2:31][CH2:30]3)=[N:27][N:28]=2)[CH:23]=[CH:22][CH:21]=[CH:20][CH:19]=1, predict the reaction product. (4) The product is: [CH3:17][O:18][C:19]1[CH:24]=[CH:23][C:22]([O:25][CH3:26])=[CH:21][C:20]=1[C:14]1[CH:13]=[N:12][C:11]2=[C:7]([N:4]3[CH2:5][CH2:6][O:1][CH2:2][CH2:3]3)[S:8][N:9]=[C:10]2[CH:15]=1. Given the reactants [O:1]1[CH2:6][CH2:5][N:4]([C:7]2[S:8][N:9]=[C:10]3[CH:15]=[C:14](Br)[CH:13]=[N:12][C:11]=23)[CH2:3][CH2:2]1.[CH3:17][O:18][C:19]1[CH:24]=[CH:23][C:22]([O:25][CH3:26])=[CH:21][C:20]=1B(O)O.C([O-])([O-])=O.[K+].[K+], predict the reaction product. (5) Given the reactants [Cl:1][C:2]1[CH:7]=[CH:6][C:5]([CH:8]([C:26]2[CH:31]=[CH:30][C:29]([Cl:32])=[CH:28][CH:27]=2)[N:9]2[CH2:12][C:11](=[C:13]([C:18]3[CH:23]=[C:22]([F:24])[CH:21]=[C:20]([F:25])[CH:19]=3)C(OC)=O)[CH2:10]2)=[CH:4][CH:3]=1.[CH3:33][Li].C([O:37][CH2:38][CH3:39])C, predict the reaction product. The product is: [Cl:32][C:29]1[CH:28]=[CH:27][C:26]([CH:8]([C:5]2[CH:4]=[CH:3][C:2]([Cl:1])=[CH:7][CH:6]=2)[N:9]2[CH2:12][C:11](=[C:13]([C:18]3[CH:23]=[C:22]([F:24])[CH:21]=[C:20]([F:25])[CH:19]=3)[C:38]([CH3:39])([OH:37])[CH3:33])[CH2:10]2)=[CH:31][CH:30]=1. (6) The product is: [CH3:35][O:36][CH2:37][C:38]1[CH:39]=[CH:40][C:41]([O:46][C:47]([F:48])([F:49])[F:50])=[C:42]([CH:43]=1)[CH2:44][NH:45][C:30]([NH:7][C:6]1[N:5]([C:8]2[CH:13]=[CH:12][CH:11]=[CH:10][CH:9]=2)[N:4]=[C:3]([O:14][C:15]2[CH:20]=[CH:19][CH:18]=[CH:17][CH:16]=2)[C:2]=1[CH3:1])=[O:31]. Given the reactants [CH3:1][C:2]1[C:3]([O:14][C:15]2[CH:20]=[CH:19][CH:18]=[CH:17][CH:16]=2)=[N:4][N:5]([C:8]2[CH:13]=[CH:12][CH:11]=[CH:10][CH:9]=2)[C:6]=1[NH2:7].C1(C2C=CC([CH2:30][O:31]C)=CC=2CN)CC1.[CH3:35][O:36][CH2:37][C:38]1[CH:39]=[CH:40][C:41]([O:46][C:47]([F:50])([F:49])[F:48])=[C:42]([CH2:44][NH2:45])[CH:43]=1, predict the reaction product. (7) Given the reactants Br[C:2]1[C:6]2=[N:7][C:8]([C:11]([NH:13][C:14]3[CH:15]=[N:16][CH:17]=[CH:18][C:19]=3[N:20]3[CH2:25][C@H:24]([CH3:26])[CH2:23][C@H:22]([NH:27][C:28](=[O:34])[O:29][C:30]([CH3:33])([CH3:32])[CH3:31])[CH2:21]3)=[O:12])=[CH:9][CH:10]=[C:5]2[O:4][CH:3]=1.[O-]P([O-])([O-])=O.[K+].[K+].[K+].[C:43](B1OC(C)(C)C(C)(C)O1)([CH3:45])=[CH2:44], predict the reaction product. The product is: [CH3:26][C@H:24]1[CH2:25][N:20]([C:19]2[CH:18]=[CH:17][N:16]=[CH:15][C:14]=2[NH:13][C:11]([C:8]2[N:7]=[C:6]3[C:2]([C:43]([CH3:45])=[CH2:44])=[CH:3][O:4][C:5]3=[CH:10][CH:9]=2)=[O:12])[CH2:21][C@@H:22]([NH:27][C:28](=[O:34])[O:29][C:30]([CH3:31])([CH3:32])[CH3:33])[CH2:23]1.